This data is from Reaction yield outcomes from USPTO patents with 853,638 reactions. The task is: Predict the reaction yield, written as a fraction of the theoretical maximum amount of product (1.0 means a 100% yield; for example, 0.34 means a 34% yield). (1) The reactants are [O:1]([CH2:8][CH2:9][O:10][CH2:11][CH2:12][OH:13])[CH2:2][CH2:3][O:4][CH2:5][CH2:6][OH:7].Br[C:15]12[CH2:24][CH:19]3[CH2:20][CH:21]([CH2:23][CH:17]([CH2:18]3)[CH2:16]1)[CH2:22]2.CCN(CC)CC.C1CCN2C(=NCCC2)CC1. The catalyst is Cl.CCOC(C)=O. The product is [C:15]12([O:7][CH2:6][CH2:5][O:4][CH2:3][CH2:2][O:1][CH2:8][CH2:9][O:10][CH2:11][CH2:12][OH:13])[CH2:24][CH:19]3[CH2:20][CH:21]([CH2:23][CH:17]([CH2:18]3)[CH2:16]1)[CH2:22]2. The yield is 0.300. (2) The catalyst is C(#N)C. The product is [Cl:1][C:2]1[C:10]2[C:5](=[CH:6][CH:7]=[C:8]([NH:11][C:15](=[O:16])[CH2:14][C:13](=[O:17])[CH3:12])[CH:9]=2)[NH:4][N:3]=1. The yield is 0.830. The reactants are [Cl:1][C:2]1[C:10]2[C:5](=[CH:6][CH:7]=[C:8]([NH2:11])[CH:9]=2)[NH:4][N:3]=1.[CH2:12]=[C:13]1[O:17][C:15](=[O:16])[CH2:14]1. (3) The reactants are C(NC(C)C)(C)C.[Li][CH2:9][CH2:10][CH2:11][CH3:12].[Cl:13][C:14]1[CH:15]=[C:16]([C:24]2[O:28][N:27]=[C:26]([C:29]3[C:30](C)=[C:31]([CH:34]=[CH:35][CH:36]=3)[C:32]#[N:33])[N:25]=2)[CH:17]=[CH:18][C:19]=1[O:20][CH:21]([CH3:23])[CH3:22].C(Br)C=C.Cl.CCCC(C)C. The catalyst is C1COCC1.C(Cl)Cl. The product is [CH2:9]([C:30]1[C:29]([C:26]2[N:25]=[C:24]([C:16]3[CH:17]=[CH:18][C:19]([O:20][CH:21]([CH3:22])[CH3:23])=[C:14]([Cl:13])[CH:15]=3)[O:28][N:27]=2)=[CH:36][CH:35]=[CH:34][C:31]=1[C:32]#[N:33])[CH2:10][CH:11]=[CH2:12]. The yield is 0.592. (4) The reactants are C(N(CC)CC)C.Cl.[Br:9][C:10]1[CH:11]=[C:12]2[C:16](=[C:17]([C:19]([NH2:21])=[O:20])[CH:18]=1)[NH:15][CH:14]=[C:13]2[CH:22]1[CH2:27][CH2:26][NH:25][CH2:24][CH2:23]1.[CH3:28][CH:29]([S:31](Cl)(=[O:33])=[O:32])[CH3:30]. The catalyst is CN(C=O)C.CCOC(C)=O.O. The product is [Br:9][C:10]1[CH:11]=[C:12]2[C:16](=[C:17]([C:19]([NH2:21])=[O:20])[CH:18]=1)[NH:15][CH:14]=[C:13]2[CH:22]1[CH2:27][CH2:26][N:25]([S:31]([CH:29]([CH3:30])[CH3:28])(=[O:33])=[O:32])[CH2:24][CH2:23]1. The yield is 0.750. (5) The reactants are [I:1][C:2]1[C:3]([CH3:8])=[N:4][NH:5][C:6]=1[CH3:7].[CH3:9][C:10]1[CH:15]=[CH:14][C:13]([S:16](Cl)(=[O:18])=[O:17])=[CH:12][CH:11]=1.N1C=CC=CC=1. The catalyst is C(Cl)Cl. The product is [I:1][C:2]1[C:3]([CH3:8])=[N:4][N:5]([S:16]([C:13]2[CH:14]=[CH:15][C:10]([CH3:9])=[CH:11][CH:12]=2)(=[O:18])=[O:17])[C:6]=1[CH3:7]. The yield is 0.740. (6) The reactants are [CH:1]1([CH2:4][C:5]2([C:22]#[N:23])[CH2:10][CH2:9][C:8]([S:11][Si](C(C)C)(C(C)C)C(C)C)=[CH:7][CH2:6]2)[CH2:3][CH2:2]1.Br[CH2:25][CH:26]1[CH2:28][CH2:27]1.[F-].[Cs+]. The catalyst is CN(C)C=O.O. The product is [CH:1]1([CH2:4][C:5]2([C:22]#[N:23])[CH2:10][CH2:9][C:8]([S:11][CH2:25][CH:26]3[CH2:28][CH2:27]3)=[CH:7][CH2:6]2)[CH2:2][CH2:3]1. The yield is 0.740. (7) The product is [CH2:49]([O:51][C:52](=[O:56])[CH2:53][N:54]([C:10](=[O:11])[C@@H:9]([NH:8][C:6]([O:5][C:1]([CH3:3])([CH3:2])[CH3:4])=[O:7])[CH2:13][NH:14][S:15]([C:18]1[CH:23]=[CH:22][CH:21]=[CH:20][C:19]=1[N+:24]([O-:26])=[O:25])(=[O:16])=[O:17])[CH3:55])[CH3:50]. The yield is 0.910. The catalyst is CN(C=O)C.C(Cl)(Cl)Cl. The reactants are [C:1]([O:5][C:6]([NH:8][C@@H:9]([CH2:13][NH:14][S:15]([C:18]1[CH:23]=[CH:22][CH:21]=[CH:20][C:19]=1[N+:24]([O-:26])=[O:25])(=[O:17])=[O:16])[C:10](O)=[O:11])=[O:7])([CH3:4])([CH3:3])[CH3:2].C1C=CC2N(O)N=NC=2C=1.CCN=C=NCCCN(C)C.Cl.[CH2:49]([O:51][C:52](=[O:56])[CH2:53][NH:54][CH3:55])[CH3:50].